From a dataset of Reaction yield outcomes from USPTO patents with 853,638 reactions. Predict the reaction yield, written as a fraction of the theoretical maximum amount of product (1.0 means a 100% yield; for example, 0.34 means a 34% yield). (1) The reactants are [Cl:1][C:2]1[CH:9]=[CH:8][CH:7]=[CH:6][C:3]=1[CH:4]=O.Cl.[NH2:11][OH:12].[OH-].[Na+].Cl. The catalyst is C(O)C.O. The product is [Cl:1][C:2]1[CH:9]=[CH:8][CH:7]=[CH:6][C:3]=1/[CH:4]=[N:11]/[OH:12]. The yield is 0.890. (2) The reactants are Cl.[NH2:2][CH:3]([CH2:8][C:9]([O:11][CH3:12])=[O:10])[C:4]([O:6][CH3:7])=[O:5].[Cl:13][C:14]1[CH:15]=[C:16]2[C:21](=[C:22]([Cl:24])[CH:23]=1)[CH2:20][N:19]([CH3:25])[CH2:18][CH:17]2[C:26]1[CH:27]=[C:28]([S:32](Cl)(=[O:34])=[O:33])[CH:29]=[CH:30][CH:31]=1. The catalyst is N1C=CC=CC=1. The product is [Cl:13][C:14]1[CH:15]=[C:16]2[C:21](=[C:22]([Cl:24])[CH:23]=1)[CH2:20][N:19]([CH3:25])[CH2:18][CH:17]2[C:26]1[CH:27]=[C:28]([S:32]([NH:2][CH:3]([CH2:8][C:9]([O:11][CH3:12])=[O:10])[C:4]([O:6][CH3:7])=[O:5])(=[O:34])=[O:33])[CH:29]=[CH:30][CH:31]=1. The yield is 0.720. (3) The reactants are [C:1]([N:4]1[CH2:9][CH2:8][C:7]2[N:10]([CH:21]([CH3:27])[C:22](OCC)=[O:23])[N:11]=[C:12]([NH:13][C:14]3[CH:15]=[C:16]([CH3:20])[CH:17]=[CH:18][CH:19]=3)[C:6]=2[CH2:5]1)(=[O:3])[CH3:2].[BH4-].[Na+]. The catalyst is CO. The product is [OH:23][CH2:22][CH:21]([N:10]1[C:7]2[CH2:8][CH2:9][N:4]([C:1](=[O:3])[CH3:2])[CH2:5][C:6]=2[C:12]([NH:13][C:14]2[CH:15]=[C:16]([CH3:20])[CH:17]=[CH:18][CH:19]=2)=[N:11]1)[CH3:27]. The yield is 0.220. (4) The reactants are [O:1]=[C:2]1[N:6]([C:7]2[CH:12]=[CH:11][CH:10]=[CH:9][CH:8]=2)[CH2:5][C:4]2([CH2:17][CH2:16][CH:15]([C:18](OCC)=[O:19])[CH2:14][CH2:13]2)[O:3]1.[H-].[H-].[H-].[H-].[Li+].[Al+3]. The catalyst is C1COCC1.CCOCC. The product is [OH:19][CH2:18][CH:15]1[CH2:16][CH2:17][C:4]2([O:3][C:2](=[O:1])[N:6]([C:7]3[CH:12]=[CH:11][CH:10]=[CH:9][CH:8]=3)[CH2:5]2)[CH2:13][CH2:14]1. The yield is 0.765. (5) The product is [NH2:18][C:16]1[S:17][CH:13]=[C:12]([C:3]2[C:2]([F:1])=[C:7]([F:8])[C:6]([F:9])=[C:5]([F:10])[C:4]=2[F:11])[N:15]=1. The reactants are [F:1][C:2]1[C:7]([F:8])=[C:6]([F:9])[C:5]([F:10])=[C:4]([F:11])[C:3]=1[C:12](=O)[CH3:13].[NH2:15][C:16]([NH2:18])=[S:17]. No catalyst specified. The yield is 0.867. (6) The reactants are [Si]([O:8][CH2:9][CH2:10][N:11]1[CH:15]=[C:14]([NH2:16])[CH:13]=[N:12]1)(C(C)(C)C)(C)C.Br[C:18]1[C:19](=[O:26])[N:20]([CH3:25])[CH:21]=[C:22]([Br:24])[N:23]=1. The catalyst is CC(O)C. The product is [Br:24][C:22]1[N:23]=[C:18]([NH:16][C:14]2[CH:13]=[N:12][N:11]([CH2:10][CH2:9][OH:8])[CH:15]=2)[C:19](=[O:26])[N:20]([CH3:25])[CH:21]=1. The yield is 0.780. (7) The reactants are [C:1]([O:5][C:6]([NH:8][C:9]1[S:10][C:11]([C:14]([O:16]CC)=[O:15])=[CH:12][N:13]=1)=[O:7])([CH3:4])([CH3:3])[CH3:2].[OH-].[Na+]. The catalyst is CO. The product is [C:1]([O:5][C:6]([NH:8][C:9]1[S:10][C:11]([C:14]([OH:16])=[O:15])=[CH:12][N:13]=1)=[O:7])([CH3:4])([CH3:2])[CH3:3]. The yield is 1.00.